Dataset: Forward reaction prediction with 1.9M reactions from USPTO patents (1976-2016). Task: Predict the product of the given reaction. (1) Given the reactants [C:1]1([S:7][CH2:8][CH2:9][NH:10][C@H:11]2[CH2:16][CH2:15][C@H:14]([C:17]3[CH:26]=[CH:25][C:20]4[NH:21][C:22](=[O:24])[O:23][C:19]=4[CH:18]=3)[CH2:13][CH2:12]2)[CH:6]=[CH:5][CH:4]=[CH:3][CH:2]=1.[OH2:27], predict the reaction product. The product is: [C:1]1([S:7]([CH2:8][CH2:9][NH:10][C@H:11]2[CH2:12][CH2:13][C@H:14]([C:17]3[CH:26]=[CH:25][C:20]4[NH:21][C:22](=[O:24])[O:23][C:19]=4[CH:18]=3)[CH2:15][CH2:16]2)=[O:27])[CH:2]=[CH:3][CH:4]=[CH:5][CH:6]=1. (2) Given the reactants [CH3:1][C:2]1[CH:10]=[C:9]([C:11]([F:14])([F:13])[F:12])[CH:8]=[C:7]([C:15]([F:18])([F:17])[F:16])[C:3]=1[C:4](O)=[O:5].C(Cl)(=O)C([Cl:22])=O, predict the reaction product. The product is: [CH3:1][C:2]1[CH:10]=[C:9]([C:11]([F:14])([F:13])[F:12])[CH:8]=[C:7]([C:15]([F:18])([F:17])[F:16])[C:3]=1[C:4]([Cl:22])=[O:5].